This data is from Blood-brain barrier permeability classification from the B3DB database. The task is: Regression/Classification. Given a drug SMILES string, predict its absorption, distribution, metabolism, or excretion properties. Task type varies by dataset: regression for continuous measurements (e.g., permeability, clearance, half-life) or binary classification for categorical outcomes (e.g., BBB penetration, CYP inhibition). Dataset: b3db_classification. (1) The compound is CCC1(CC)C(=O)C=CNC1=O. The result is 1 (penetrates BBB). (2) The drug is CC(C)C1(C(C)C)OC[C@H](CO)O1. The result is 1 (penetrates BBB). (3) The compound is CCCCCCCCCCCCCC(=O)OC1C=C[C@H]2[C@H]3Cc4ccc(OCc5ccccc5)c5c4[C@@]2(CCN3C)[C@H]1O5. The result is 1 (penetrates BBB). (4) The compound is Cc1ccccc1NC1=NCCN1. The result is 0 (does not penetrate BBB). (5) The drug is CC1(C)S[C@@H]2[C@H](NC(=O)[C@H](NC(=O)Nc3cnc(Nc4ccc(S(N)(=O)=O)cc4)[nH]c3=O)c3ccc(O)cc3)C(=O)N2[C@H]1C(=O)O. The result is 0 (does not penetrate BBB). (6) The molecule is COc1cc([C@@H]2c3cc4c(cc3[C@@H](OC3OC5COC(c6cccs6)OC5C(O)C3O)[C@H]3COC(=O)[C@H]23)OCO4)cc(OC)c1O. The result is 1 (penetrates BBB). (7) The drug is Cc1cnc(C[S+]([O-])c2nc3ccccc3[nH]2)cc1OCC(F)(F)F. The result is 1 (penetrates BBB).